From a dataset of Catalyst prediction with 721,799 reactions and 888 catalyst types from USPTO. Predict which catalyst facilitates the given reaction. (1) Reactant: [CH:1]1(/[C:5](/[C:35]2[CH:40]=[CH:39][CH:38]=[CH:37][CH:36]=2)=[C:6](/[C:23]2[CH:28]=[CH:27][C:26](/[CH:29]=[CH:30]/[C:31](=[N:33]/[OH:34])/[NH2:32])=[CH:25][CH:24]=2)\[C:7]2[CH:8]=[C:9]3[C:13](=[CH:14][CH:15]=2)[N:12]([CH:16]2[CH2:21][CH2:20][CH2:19][CH2:18][O:17]2)[N:11]=[C:10]3[F:22])[CH2:4][CH2:3][CH2:2]1.[C:41](N1C=CN=C1)(N1C=CN=C1)=[O:42].C1CCN2C(=NCCC2)CC1. Product: [CH:1]1(/[C:5](/[C:35]2[CH:40]=[CH:39][CH:38]=[CH:37][CH:36]=2)=[C:6](/[C:23]2[CH:24]=[CH:25][C:26](/[CH:29]=[CH:30]/[C:31]3[NH:32][C:41](=[O:42])[O:34][N:33]=3)=[CH:27][CH:28]=2)\[C:7]2[CH:8]=[C:9]3[C:13](=[CH:14][CH:15]=2)[N:12]([CH:16]2[CH2:21][CH2:20][CH2:19][CH2:18][O:17]2)[N:11]=[C:10]3[F:22])[CH2:4][CH2:3][CH2:2]1. The catalyst class is: 56. (2) Reactant: [Cl:1][C:2]1[CH:7]=[CH:6][C:5]([C:8]2([CH2:41][C:42](O)=[O:43])[CH2:13][CH2:12][N:11]([C:14]3[C:15]4[N:16]([N:20]=[C:21]([NH:23][C:24]5[CH:29]=[CH:28][C:27]([C:30](=[O:40])[N:31]([CH3:39])[CH:32]6[CH2:37][CH2:36][N:35]([CH3:38])[CH2:34][CH2:33]6)=[CH:26][CH:25]=5)[N:22]=4)[CH:17]=[CH:18][CH:19]=3)[CH2:10][CH2:9]2)=[CH:4][CH:3]=1.Cl.[CH3:46][NH:47][CH3:48].CCN(C(C)C)C(C)C.CN(C(ON1N=NC2C=CC=NC1=2)=[N+](C)C)C.F[P-](F)(F)(F)(F)F. Product: [Cl:1][C:2]1[CH:7]=[CH:6][C:5]([C:8]2([CH2:41][C:42](=[O:43])[N:47]([CH3:48])[CH3:46])[CH2:9][CH2:10][N:11]([C:14]3[C:15]4[N:16]([N:20]=[C:21]([NH:23][C:24]5[CH:29]=[CH:28][C:27]([C:30]([N:31]([CH3:39])[CH:32]6[CH2:37][CH2:36][N:35]([CH3:38])[CH2:34][CH2:33]6)=[O:40])=[CH:26][CH:25]=5)[N:22]=4)[CH:17]=[CH:18][CH:19]=3)[CH2:12][CH2:13]2)=[CH:4][CH:3]=1. The catalyst class is: 3. (3) Reactant: [Cl:1][C:2]1[CH:17]=[C:16]([Cl:18])[CH:15]=[CH:14][C:3]=1[O:4][C:5]1[CH:13]=[CH:12][CH:11]=[CH:10][C:6]=1[C:7]([OH:9])=O.Cl.CN(C)CCCN=C=NCC.C(N(CC)CC)C.[CH2:38]([O:40][C:41]([N:43]1[CH2:48][CH2:47][CH:46]([NH2:49])[CH2:45][CH2:44]1)=[O:42])[CH3:39]. Product: [CH2:38]([O:40][C:41]([N:43]1[CH2:44][CH2:45][CH:46]([NH:49][C:7](=[O:9])[C:6]2[CH:10]=[CH:11][CH:12]=[CH:13][C:5]=2[O:4][C:3]2[CH:14]=[CH:15][C:16]([Cl:18])=[CH:17][C:2]=2[Cl:1])[CH2:47][CH2:48]1)=[O:42])[CH3:39]. The catalyst class is: 172. (4) Reactant: [C:1]1(=[CH:5][CH2:6][O:7][C:8]2[CH:9]=[C:10]([CH:15]=[CH:16][CH:17]=2)[C:11]([O:13]C)=[O:12])[CH2:4][CH2:3][CH2:2]1.O.[OH-].[Li+]. Product: [C:1]1(=[CH:5][CH2:6][O:7][C:8]2[CH:9]=[C:10]([CH:15]=[CH:16][CH:17]=2)[C:11]([OH:13])=[O:12])[CH2:2][CH2:3][CH2:4]1. The catalyst class is: 20. (5) Reactant: [CH2:1]([O:3][C:4](=[O:9])[CH:5]([NH2:8])[C:6]#[N:7])[CH3:2].[CH:10](OCC)(OCC)OCC.[F:20][C:21]1[CH:27]=[CH:26][C:24](N)=[CH:23][CH:22]=1. The catalyst class is: 10. Product: [CH2:1]([O:3][C:4]([C:5]1[N:8]=[CH:10][N:7]([C:24]2[CH:26]=[CH:27][C:21]([F:20])=[CH:22][CH:23]=2)[CH:6]=1)=[O:9])[CH3:2]. (6) Reactant: [I:1][C:2]1[C:10]2[C:5](=[CH:6][N:7]=[C:8]([CH3:11])[CH:9]=2)[NH:4][N:3]=1.C(=O)([O-])[O-].[K+].[K+].Br[CH2:19][C:20]([O:22][C:23]([CH3:26])([CH3:25])[CH3:24])=[O:21]. Product: [I:1][C:2]1[C:10]2[C:5](=[CH:6][N:7]=[C:8]([CH3:11])[CH:9]=2)[N:4]([CH2:19][C:20]([O:22][C:23]([CH3:26])([CH3:25])[CH3:24])=[O:21])[N:3]=1. The catalyst class is: 23.